From a dataset of Peptide-MHC class I binding affinity with 185,985 pairs from IEDB/IMGT. Regression. Given a peptide amino acid sequence and an MHC pseudo amino acid sequence, predict their binding affinity value. This is MHC class I binding data. (1) The peptide sequence is NHYLCLNCL. The MHC is HLA-B58:01 with pseudo-sequence HLA-B58:01. The binding affinity (normalized) is 0.0847. (2) The peptide sequence is AYISSEATTPV. The MHC is HLA-B51:01 with pseudo-sequence HLA-B51:01. The binding affinity (normalized) is 0. (3) The peptide sequence is CNDTNYSGF. The MHC is HLA-A03:01 with pseudo-sequence HLA-A03:01. The binding affinity (normalized) is 0.162. (4) The peptide sequence is YIIKLVFLWL. The MHC is HLA-A02:03 with pseudo-sequence HLA-A02:03. The binding affinity (normalized) is 0.211. (5) The binding affinity (normalized) is 0.628. The MHC is Mamu-B03 with pseudo-sequence Mamu-B03. The peptide sequence is RRHRILDMYL. (6) The peptide sequence is SLSCEGQKY. The MHC is Mamu-B17 with pseudo-sequence Mamu-B17. The binding affinity (normalized) is 0.